This data is from Catalyst prediction with 721,799 reactions and 888 catalyst types from USPTO. The task is: Predict which catalyst facilitates the given reaction. (1) Reactant: [OH-].[Na+].[C:3]([O:7][CH3:8])(=[O:6])[CH:4]=[CH2:5].[CH:9]([Cl:12])([Cl:11])[Cl:10].C(Cl)Cl. Product: [Cl:10][C:9]([Cl:12])([Cl:11])[CH2:5][CH2:4][C:3]([O:7][CH3:8])=[O:6]. The catalyst class is: 6. (2) Reactant: [Br:1][C:2]1[CH:3]=[C:4]([C:8]2[C:17](=O)[C:16]3[C:11](=[CH:12][C:13]([OH:20])=[C:14]([Cl:19])[CH:15]=3)[O:10][CH:9]=2)[CH:5]=[CH:6][CH:7]=1.O.[NH2:22][NH2:23]. Product: [Br:1][C:2]1[CH:3]=[C:4]([C:8]2[C:17]([C:16]3[CH:15]=[C:14]([Cl:19])[C:13]([OH:20])=[CH:12][C:11]=3[OH:10])=[N:22][NH:23][CH:9]=2)[CH:5]=[CH:6][CH:7]=1. The catalyst class is: 8. (3) Product: [NH2:8][C@H:9]([C:25]([N:27]1[CH2:31][CH2:30][CH2:29][C@H:28]1[C:32]#[N:33])=[O:26])[CH2:10][C:11]1[C:19]2[C:14](=[CH:15][CH:16]=[C:17]([O:20][S:21]([CH3:24])(=[O:23])=[O:22])[CH:18]=2)[NH:13][CH:12]=1. The catalyst class is: 4. Reactant: C(OC([NH:8][C@H:9]([C:25]([N:27]1[CH2:31][CH2:30][CH2:29][C@H:28]1[C:32]#[N:33])=[O:26])[CH2:10][C:11]1[C:19]2[C:14](=[CH:15][CH:16]=[C:17]([O:20][S:21]([CH3:24])(=[O:23])=[O:22])[CH:18]=2)[NH:13][CH:12]=1)=O)(C)(C)C.FC(F)(F)C(O)=O. (4) Reactant: [N+:1]([CH2:3][C:4]([O:6][CH3:7])=[O:5])#[C-:2].[CH3:8][O:9][CH2:10][C:11]1[CH:12]=[C:13]([CH:17]=[CH:18][CH:19]=1)[C:14](Cl)=[O:15].C(N(CC)CC)C. Product: [CH3:8][O:9][CH2:10][C:11]1[CH:12]=[C:13]([C:14]2[O:15][CH:2]=[N:1][C:3]=2[C:4]([O:6][CH3:7])=[O:5])[CH:17]=[CH:18][CH:19]=1. The catalyst class is: 230. (5) Reactant: C([O:5][C:6](=[O:37])[C:7]([CH3:36])([S:9][C:10]1[CH:35]=[CH:34][C:13]([C:14]([O:16][CH2:17][C:18]2[N:19]=[N:20][N:21]([CH2:23][C:24]3[CH:29]=[CH:28][C:27]([C:30]([CH3:33])([CH3:32])[CH3:31])=[CH:26][CH:25]=3)[CH:22]=2)=[O:15])=[CH:12][CH:11]=1)[CH3:8])(C)(C)C.Cl. Product: [C:30]([C:27]1[CH:28]=[CH:29][C:24]([CH2:23][N:21]2[CH:22]=[C:18]([CH2:17][O:16][C:14]([C:13]3[CH:12]=[CH:11][C:10]([S:9][C:7]([CH3:36])([CH3:8])[C:6]([OH:37])=[O:5])=[CH:35][CH:34]=3)=[O:15])[N:19]=[N:20]2)=[CH:25][CH:26]=1)([CH3:33])([CH3:31])[CH3:32]. The catalyst class is: 12. (6) Reactant: C[O:2][C:3](=[O:40])[CH2:4][O:5][C:6]1[CH:11]=[CH:10][C:9]([O:12][CH2:13][C:14]#[C:15][C:16]2[CH:21]=[C:20]([C:22]#[C:23][C:24]3[CH:29]=[CH:28][CH:27]=[CH:26][CH:25]=3)[CH:19]=[C:18]([C:30]#[C:31][CH2:32][N:33]3[CH2:38][CH2:37][O:36][CH2:35][CH2:34]3)[CH:17]=2)=[CH:8][C:7]=1[CH3:39].[Li+].[OH-].O.Cl. Product: [CH3:39][C:7]1[CH:8]=[C:9]([O:12][CH2:13][C:14]#[C:15][C:16]2[CH:21]=[C:20]([C:22]#[C:23][C:24]3[CH:25]=[CH:26][CH:27]=[CH:28][CH:29]=3)[CH:19]=[C:18]([C:30]#[C:31][CH2:32][N:33]3[CH2:38][CH2:37][O:36][CH2:35][CH2:34]3)[CH:17]=2)[CH:10]=[CH:11][C:6]=1[O:5][CH2:4][C:3]([OH:40])=[O:2]. The catalyst class is: 36. (7) Reactant: [CH:1]1([N:7]([CH2:17][CH3:18])[CH2:8][CH2:9][C:10]2[CH:15]=[CH:14][C:13]([OH:16])=[CH:12][CH:11]=2)[CH2:6][CH2:5][CH2:4][CH2:3][CH2:2]1.Cl[C:20]1[N:24]([CH3:25])[C:23]2[CH:26]=[CH:27][CH:28]=[CH:29][C:22]=2[N:21]=1.C([O-])([O-])=O.[Cs+].[Cs+]. Product: [CH:1]1([N:7]([CH2:17][CH3:18])[CH2:8][CH2:9][C:10]2[CH:15]=[CH:14][C:13]([O:16][C:20]3[N:24]([CH3:25])[C:23]4[CH:26]=[CH:27][CH:28]=[CH:29][C:22]=4[N:21]=3)=[CH:12][CH:11]=2)[CH2:6][CH2:5][CH2:4][CH2:3][CH2:2]1. The catalyst class is: 3.